Dataset: Full USPTO retrosynthesis dataset with 1.9M reactions from patents (1976-2016). Task: Predict the reactants needed to synthesize the given product. (1) Given the product [Cl:1][C:2]1[C:7]([Cl:8])=[CH:6][CH:5]=[CH:4][C:3]=1[C:9]([N:11]1[CH2:16][CH2:15][C:14]2[N:17]([C:20]3[N:25]=[C:24]([CH3:26])[CH:23]=[CH:22][N:21]=3)[N:18]=[N:19][C:13]=2[CH:12]1[CH3:27])=[O:10], predict the reactants needed to synthesize it. The reactants are: [Cl:1][C:2]1[C:7]([Cl:8])=[CH:6][CH:5]=[CH:4][C:3]=1[C:9]([N:11]1[CH:16]=[CH:15][C:14]2[N:17]([C:20]3[N:25]=[C:24]([CH3:26])[CH:23]=[CH:22][N:21]=3)[N:18]=[N:19][C:13]=2[CH:12]1[CH3:27])=[O:10].ClC1C(C(F)(F)F)=CC=CC=1C(N1C=CC2N(C3C(C)=CC(C)=CN=3)N=NC=2C1C)=O. (2) Given the product [CH:16]1([CH2:15][C@H:11]([CH2:10][N:9]([CH:21]=[O:22])[OH:8])[C:12]([NH:24][C@H:25]([C:26]([N:28]2[CH2:29][CH2:30][CH:31]([NH:34][C:35]([NH:37][C:38]3[CH:39]=[CH:40][C:41]([F:44])=[CH:42][CH:43]=3)=[O:36])[CH2:32][CH2:33]2)=[O:27])[C:45]([CH3:47])([CH3:46])[CH3:48])=[O:14])[CH2:17][CH2:18][CH2:19][CH2:20]1, predict the reactants needed to synthesize it. The reactants are: C([O:8][N:9]([CH:21]=[O:22])[CH2:10][C@@H:11]([CH2:15][CH:16]1[CH2:20][CH2:19][CH2:18][CH2:17]1)[C:12]([OH:14])=O)C1C=CC=CC=1.Cl.[NH2:24][C@@H:25]([C:45]([CH3:48])([CH3:47])[CH3:46])[C:26]([N:28]1[CH2:33][CH2:32][CH:31]([NH:34][C:35]([NH:37][C:38]2[CH:43]=[CH:42][C:41]([F:44])=[CH:40][CH:39]=2)=[O:36])[CH2:30][CH2:29]1)=[O:27]. (3) Given the product [N:12]([C:2]1[N:11]=[CH:10][CH:9]=[C:8]2[C:3]=1[CH:4]=[CH:5][CH:6]=[N:7]2)=[N+:13]=[N-:14], predict the reactants needed to synthesize it. The reactants are: Cl[C:2]1[N:11]=[CH:10][CH:9]=[C:8]2[C:3]=1[CH:4]=[CH:5][CH:6]=[N:7]2.[N-:12]=[N+:13]=[N-:14].[Na+]. (4) Given the product [F:10][C:11]([F:22])([F:21])[C:12]([NH:1][C@@H:2]1[C:7](=[O:8])[O:9][C:4](=[O:6])[CH2:3]1)=[O:13], predict the reactants needed to synthesize it. The reactants are: [NH2:1][C@H:2]([C:7]([OH:9])=[O:8])[CH2:3][C:4]([OH:6])=O.[F:10][C:11]([F:22])([F:21])[C:12](O[C:12](=[O:13])[C:11]([F:22])([F:21])[F:10])=[O:13]. (5) The reactants are: [OH:1][C:2]1[CH:7]=[CH:6][C:5]([O:8][C:9]([F:12])([F:11])[F:10])=[CH:4][C:3]=1B(O)O.Br[C:17]1[C:18]([N+:28]([O-:30])=[O:29])=[N:19][N:20]([CH:22]2[CH2:27][CH2:26][CH2:25][CH2:24][O:23]2)[CH:21]=1.BrC1C=NN(C2CCCCO2)C=1[N+]([O-])=O.O. Given the product [N+:28]([C:18]1[C:17]([C:3]2[CH:4]=[C:5]([O:8][C:9]([F:12])([F:11])[F:10])[CH:6]=[CH:7][C:2]=2[OH:1])=[CH:21][N:20]([CH:22]2[CH2:27][CH2:26][CH2:25][CH2:24][O:23]2)[N:19]=1)([O-:30])=[O:29], predict the reactants needed to synthesize it. (6) Given the product [CH3:24][O:27][C:33](=[O:34])[C:2]1[CH:10]=[CH:9][CH:8]=[C:4]([CH2:5][N:7]2[C:8]3[C:4](=[CH:3][C:2]([F:1])=[CH:10][CH:9]=3)[C@:5]3([CH2:13][C@:12]3([C:17]3[CH:18]=[CH:19][C:20]([I:23])=[CH:21][CH:22]=3)[CH:14]([CH3:16])[CH3:15])[C:6]2=[O:11])[CH:3]=1, predict the reactants needed to synthesize it. The reactants are: [F:1][C:2]1[CH:3]=[C:4]2[C:8](=[CH:9][CH:10]=1)[NH:7][C:6](=[O:11])[C@:5]12[CH2:13][C@:12]1([C:17]1[CH:22]=[CH:21][C:20]([I:23])=[CH:19][CH:18]=1)[CH:14]([CH3:16])[CH3:15].[C:24]([O-:27])([O-])=O.[Cs+].[Cs+].CN([CH:33]=[O:34])C. (7) Given the product [OH:4][C:5]1[CH:6]=[CH:7][C:8]([C:9]2[CH:10]([C:27]3[N:28]=[CH:29][NH:30][CH:31]=3)[O:11][C:12]3[C:17]([CH:18]=2)=[CH:16][CH:15]=[C:14]([OH:19])[CH:13]=3)=[CH:23][CH:24]=1, predict the reactants needed to synthesize it. The reactants are: C([O:4][C:5]1[CH:24]=[CH:23][C:8]([C:9]2[CH2:10][O:11][C:12]3[C:17]([CH:18]=2)=[CH:16][CH:15]=[C:14]([O:19]C(=O)C)[CH:13]=3)=[CH:7][CH:6]=1)(=O)C.C[Si](C)(C)[C:27]1[N:28]=[CH:29][NH:30][CH:31]=1.